This data is from Forward reaction prediction with 1.9M reactions from USPTO patents (1976-2016). The task is: Predict the product of the given reaction. (1) The product is: [Cl:1][C:2]1[CH:7]=[CH:6][CH:5]=[C:4]([F:8])[C:3]=1[NH:9][C:10]1[NH:11][C:12]2[C:18]3[CH2:19][C:20]([CH3:22])([CH3:23])[O:21][C:17]=3[C:16]([C:24]([NH:37][C:36]3[CH:38]=[CH:39][CH:40]=[C:34]([CH:31]4[CH2:33][CH2:32]4)[CH:35]=3)=[O:26])=[CH:15][C:13]=2[N:14]=1. Given the reactants [Cl:1][C:2]1[CH:7]=[CH:6][CH:5]=[C:4]([F:8])[C:3]=1[NH:9][C:10]1[NH:11][C:12]2[C:18]3[CH2:19][C:20]([CH3:23])([CH3:22])[O:21][C:17]=3[C:16]([C:24]([OH:26])=O)=[CH:15][C:13]=2[N:14]=1.S(Cl)(Cl)=O.[CH:31]1([C:34]2[CH:35]=[C:36]([CH:38]=[CH:39][CH:40]=2)[NH2:37])[CH2:33][CH2:32]1.CCN(C(C)C)C(C)C, predict the reaction product. (2) The product is: [NH2:5][CH2:6][C:7]1([NH2:20])[CH2:12][CH2:11][N:10]([CH2:13][C:14]2[CH:19]=[CH:18][N:17]=[CH:16][CH:15]=2)[CH2:9][CH2:8]1. Given the reactants FC(F)(F)C([NH:5][CH2:6][C:7]1([NH:20]C(=O)C(F)(F)F)[CH2:12][CH2:11][N:10]([CH2:13][C:14]2[CH:19]=[CH:18][N:17]=[CH:16][CH:15]=2)[CH2:9][CH2:8]1)=O.N, predict the reaction product. (3) Given the reactants C(N(C(C)C)CC)(C)C.Cl.[CH2:11]=[C:12]1[C:19]2[N:15]([C:16]3[N:33]=[CH:32][N:31]=[C:30]([NH2:34])[C:17]=3[C:18]=2[C:20]2[CH:21]=[N:22][C:23]3[C:28]([CH:29]=2)=[CH:27][CH:26]=[CH:25][CH:24]=3)[CH2:14][C@H:13]1[NH2:35].[C:36](Cl)(=[O:39])[CH:37]=[CH2:38], predict the reaction product. The product is: [NH2:34][C:30]1[C:17]2[C:18]([C:20]3[CH:21]=[N:22][C:23]4[C:28]([CH:29]=3)=[CH:27][CH:26]=[CH:25][CH:24]=4)=[C:19]3[N:15]([C:16]=2[N:33]=[CH:32][N:31]=1)[CH2:14][C@@H:13]([NH:35][C:36](=[O:39])[CH:37]=[CH2:38])[C:12]3=[CH2:11]. (4) Given the reactants [CH3:1][O:2][C:3]1[CH:12]=[C:11]([O:13][CH3:14])[CH:10]=[C:9]2[C:4]=1[C:5](O)=[CH:6][CH:7]=[N:8]2.O=P(Cl)(Cl)[Cl:18], predict the reaction product. The product is: [Cl:18][C:5]1[C:4]2[C:9](=[CH:10][C:11]([O:13][CH3:14])=[CH:12][C:3]=2[O:2][CH3:1])[N:8]=[CH:7][CH:6]=1. (5) The product is: [CH3:13][C:7]1([CH3:14])[O:8][CH2:9][C:10](=[O:12])[NH:11][C:5]2[CH:4]=[CH:3][C:2]([C:17]3[CH:22]=[C:21]([Cl:23])[CH:20]=[C:19]([F:24])[CH:18]=3)=[CH:15][C:6]1=2. Given the reactants Br[C:2]1[CH:3]=[CH:4][C:5]2[NH:11][C:10](=[O:12])[CH2:9][O:8][C:7]([CH3:14])([CH3:13])[C:6]=2[CH:15]=1.Br[C:17]1[CH:18]=[C:19]([F:24])[CH:20]=[C:21]([Cl:23])[CH:22]=1, predict the reaction product.